Binary Classification. Given a drug SMILES string, predict its activity (active/inactive) in a high-throughput screening assay against a specified biological target. From a dataset of Cav3 T-type calcium channel HTS with 100,875 compounds. (1) The compound is S(CC(=O)Nc1c(cccc1C)C)CC(O)=O. The result is 0 (inactive). (2) The drug is S(c1n(CC=C)c(nn1)c1nccnc1)CC(=O)Nc1c(cccc1C)C. The result is 0 (inactive). (3) The compound is Brc1c(C(=O)Nc2nc(ccc2)C)cccc1. The result is 0 (inactive). (4) The drug is O=C(Nc1ncc([N+]([O-])=O)cc1)C. The result is 0 (inactive). (5) The drug is S=C(Nc1c(cc([N+]([O-])=O)cc1)C)NC(=O)c1cc(OC)c(OC)cc1. The result is 0 (inactive). (6) The drug is o1c(CNC(=O)c2[nH]cc(C(=O)CCC)c2)ccc1. The result is 0 (inactive). (7) The drug is s1c2n(nc1c1ccncc1)c(nn2)C(F)(F)F. The result is 0 (inactive). (8) The compound is Clc1cc(N2CCN(CC2)\C(N)=C(\C(=O)C)C(=O)C)ccc1. The result is 0 (inactive). (9) The drug is O=C(NC1CCCCC1)Nc1cc2nc3n(CCN(C3)C(c3ccccc3)C)c2cc1. The result is 0 (inactive).